This data is from Full USPTO retrosynthesis dataset with 1.9M reactions from patents (1976-2016). The task is: Predict the reactants needed to synthesize the given product. Given the product [NH2:1][C:2]1[C:10]2[C:5](=[N:6][C:7]([CH3:15])=[CH:8][C:9]=2[C:11]([F:12])([F:13])[F:14])[S:4][C:3]=1[C:16]([NH:59][CH2:58][CH2:57][C:56]1[CH:60]=[CH:61][C:53]([F:52])=[CH:54][CH:55]=1)=[O:18], predict the reactants needed to synthesize it. The reactants are: [NH2:1][C:2]1[C:10]2[C:5](=[N:6][C:7]([CH3:15])=[CH:8][C:9]=2[C:11]([F:14])([F:13])[F:12])[S:4][C:3]=1[C:16]([OH:18])=O.CN(C(ON1N=NC2C=CC=NC1=2)=[N+](C)C)C.F[P-](F)(F)(F)(F)F.CCN(C(C)C)C(C)C.[F:52][C:53]1[CH:61]=[CH:60][C:56]([CH2:57][CH2:58][NH2:59])=[CH:55][CH:54]=1.